Predict the reactants needed to synthesize the given product. From a dataset of Full USPTO retrosynthesis dataset with 1.9M reactions from patents (1976-2016). (1) Given the product [CH2:1]([N:8]1[C:13](=[O:14])[C:12]([C:15]2[CH:20]=[CH:19][C:18]([F:21])=[CH:17][CH:16]=2)=[C:11]([OH:22])[CH:10]=[N:9]1)[C:2]1[CH:7]=[CH:6][CH:5]=[CH:4][CH:3]=1, predict the reactants needed to synthesize it. The reactants are: [CH2:1]([N:8]1[C:13](=[O:14])[C:12]([C:15]2[CH:20]=[CH:19][C:18]([F:21])=[CH:17][CH:16]=2)=[C:11]([O:22]C)[CH:10]=[N:9]1)[C:2]1[CH:7]=[CH:6][CH:5]=[CH:4][CH:3]=1.Br. (2) Given the product [NH2:7][C:8]1[N:16]=[CH:15][N:14]=[C:13]2[C:9]=1[N:10]=[CH:11][N:12]2[C@H:17]1[C@@H:21]2[O:22][C:23]([CH3:25])([CH3:26])[O:24][C@@H:20]2[C@@H:19]([CH2:27][N:28]([CH:46]([CH3:48])[CH3:47])[CH:29]2[CH2:32][CH:31]([CH2:33][CH2:34][C:35]([O:37][CH2:38][C:39]3[CH:40]=[CH:41][CH:42]=[CH:43][CH:44]=3)=[O:36])[CH2:30]2)[O:18]1, predict the reactants needed to synthesize it. The reactants are: C([O-])([O-])=O.[K+].[K+].[NH2:7][C:8]1[N:16]=[CH:15][N:14]=[C:13]2[C:9]=1[N:10]=[CH:11][N:12]2[C@H:17]1[C@@H:21]2[O:22][C:23]([CH3:26])([CH3:25])[O:24][C@@H:20]2[C@@H:19]([CH2:27][NH:28][CH:29]2[CH2:32][CH:31]([CH2:33][CH2:34][C:35]([O:37][CH2:38][C:39]3[CH:44]=[CH:43][CH:42]=[CH:41][CH:40]=3)=[O:36])[CH2:30]2)[O:18]1.I[CH:46]([CH3:48])[CH3:47]. (3) Given the product [CH3:1][N:2]1[CH2:19][CH2:18][C:7]2[CH:8]=[CH:9][CH:10]=[C:11]3[CH:12]4[CH:17]([N:5]([C:6]=23)[CH2:4][CH2:3]1)[CH2:16][CH2:15][CH2:14][CH2:13]4, predict the reactants needed to synthesize it. The reactants are: [CH3:1][N:2]1[CH2:19][CH2:18][C:7]2[CH:8]=[CH:9][CH:10]=[C:11]3[C:12]4[CH2:13][CH2:14][CH2:15][CH2:16][C:17]=4[N:5]([C:6]=23)[CH2:4][CH2:3]1.C([BH3-])#N.[Na+]. (4) Given the product [CH2:1]([O:5][C:6]([NH:8][C@@H:9]([C:13]([CH3:16])([CH3:15])[CH3:14])[C:10]([N:55]1[CH2:56][C@:52]([O:51][CH3:50])([C:61]2[CH:62]=[C:63]([C:67]3[CH:72]=[CH:71][CH:70]=[C:69]([CH:73]=[CH2:74])[CH:68]=3)[CH:64]=[CH:65][CH:66]=2)[CH2:53][C@H:54]1[C:57]([O:59][CH3:60])=[O:58])=[O:12])=[O:7])[CH2:2][CH:3]=[CH2:4], predict the reactants needed to synthesize it. The reactants are: [CH2:1]([O:5][C:6]([NH:8][C@@H:9]([C:13]([CH3:16])([CH3:15])[CH3:14])[C:10]([OH:12])=O)=[O:7])[CH2:2][CH:3]=[CH2:4].CCN(C(C)C)C(C)C.CN(C(ON1N=NC2C=CC=NC1=2)=[N+](C)C)C.F[P-](F)(F)(F)(F)F.[CH3:50][O:51][C@:52]1([C:61]2[CH:62]=[C:63]([C:67]3[CH:72]=[CH:71][CH:70]=[C:69]([CH:73]=[CH2:74])[CH:68]=3)[CH:64]=[CH:65][CH:66]=2)[CH2:56][NH:55][C@H:54]([C:57]([O:59][CH3:60])=[O:58])[CH2:53]1. (5) Given the product [NH2:4][C:5]1[CH:14]=[CH:13][C:12]2[C:7](=[CH:8][CH:9]=[CH:10][C:11]=2[NH:15][CH2:16][C:17]([C:32]([F:35])([F:33])[F:34])([OH:31])[CH2:18][C:19]([C:22]2[CH:27]=[C:26]([F:28])[CH:25]=[CH:24][C:23]=2[O:29][CH3:30])([CH3:21])[CH3:20])[N:6]=1, predict the reactants needed to synthesize it. The reactants are: C([NH:4][C:5]1[CH:14]=[CH:13][C:12]2[C:7](=[CH:8][CH:9]=[CH:10][C:11]=2[NH:15][CH2:16][C:17]([C:32]([F:35])([F:34])[F:33])([OH:31])[CH2:18][C:19]([C:22]2[CH:27]=[C:26]([F:28])[CH:25]=[CH:24][C:23]=2[O:29][CH3:30])([CH3:21])[CH3:20])[N:6]=1)(=O)C.[OH-].[Na+]. (6) Given the product [CH:1]([N:4]1[CH2:5][CH2:6][CH:7]([C:10]2[CH:11]=[CH:12][C:13]([NH2:16])=[CH:14][CH:15]=2)[CH2:8][CH2:9]1)([CH3:3])[CH3:2], predict the reactants needed to synthesize it. The reactants are: [CH:1]([N:4]1[CH2:9][CH2:8][CH:7]([C:10]2[CH:15]=[CH:14][C:13]([N+:16]([O-])=O)=[CH:12][CH:11]=2)[CH2:6][CH2:5]1)([CH3:3])[CH3:2].O.NN. (7) Given the product [NH2:7][O:38][CH2:36][C:37]1[CH:25]=[CH:24][C:23]2[O:22][C:21]3[C:30]4=[C:17]([C:15](=[O:14])[NH:34][N:35]=[C:29]4[C:28]=2[CH:27]=1)[CH:18]=[CH:19][CH:20]=3, predict the reactants needed to synthesize it. The reactants are: OC1C=CC=C2C([NH:7]C(=O)C=12)=O.C[O:14][C:15]([C:17]1[C:30]2[C:29](=O)[C:28]3[C:23](=[CH:24][CH:25]=C(CBr)[CH:27]=3)[O:22][C:21]=2[CH:20]=[CH:19][CH:18]=1)=O.[NH2:34][NH2:35].[CH2:36]([OH:38])[CH3:37]. (8) Given the product [Br:16][C:6]1[CH:5]=[C:4]([CH3:9])[CH:3]=[C:2]([F:1])[C:7]=1[NH2:8], predict the reactants needed to synthesize it. The reactants are: [F:1][C:2]1[C:7]([NH2:8])=[CH:6][CH:5]=[C:4]([CH3:9])[CH:3]=1.CC(OC)(C)C.[Br:16]Br.